From a dataset of Forward reaction prediction with 1.9M reactions from USPTO patents (1976-2016). Predict the product of the given reaction. (1) Given the reactants [CH2:1]([O:3][C:4]1[N:9]=[CH:8][C:7]([CH:10]2[N:14]([C:15]3[N:16]=[N:17][C:18]([CH3:21])=[CH:19][CH:20]=3)[C:13](=[O:22])[C:12]([OH:23])=[C:11]2[C:24](=[O:34])[C:25]2[CH:30]=[CH:29][C:28]([CH:31]([CH3:33])[CH3:32])=[CH:27][CH:26]=2)=[CH:6][CH:5]=1)[CH3:2].[C:35]([O:45][CH3:46])(=[O:44])[C@H:36]([C:38]1[CH:43]=[CH:42][CH:41]=[CH:40][CH:39]=1)O, predict the reaction product. The product is: [CH3:46][O:45][C:35](=[O:44])[C@H:36]([O:23][C:12]1[C:13](=[O:22])[N:14]([C:15]2[N:16]=[N:17][C:18]([CH3:21])=[CH:19][CH:20]=2)[C@H:10]([C:7]2[CH:8]=[N:9][C:4]([O:3][CH2:1][CH3:2])=[CH:5][CH:6]=2)[C:11]=1[C:24](=[O:34])[C:25]1[CH:26]=[CH:27][C:28]([CH:31]([CH3:33])[CH3:32])=[CH:29][CH:30]=1)[C:38]1[CH:39]=[CH:40][CH:41]=[CH:42][CH:43]=1. (2) The product is: [CH:20]1([N:8]([C@@H:9]2[CH2:11][C@H:10]2[C:12]2[S:16][CH:15]=[C:14]([C:17](=[O:19])[NH:30][C:28]3[CH:27]=[N:26][N:25]([CH3:24])[CH:29]=3)[CH:13]=2)[C:6](=[O:7])[O:5][C:1]([CH3:4])([CH3:3])[CH3:2])[CH2:23][CH2:22][CH2:21]1. Given the reactants [C:1]([O:5][C:6]([N:8]([CH:20]1[CH2:23][CH2:22][CH2:21]1)[C@@H:9]1[CH2:11][C@H:10]1[C:12]1[S:16][CH:15]=[C:14]([C:17]([OH:19])=O)[CH:13]=1)=[O:7])([CH3:4])([CH3:3])[CH3:2].[CH3:24][N:25]1[CH:29]=[C:28]([NH2:30])[CH:27]=[N:26]1.C(N(CC)CC)C.F[P-](F)(F)(F)(F)F.N1(OC(N(C)C)=[N+](C)C)C2N=CC=CC=2N=N1, predict the reaction product. (3) Given the reactants [N+:1]([C:4]1[CH:9]=[C:8]([O:10][C:11]2[C:20]3[C:15](=[CH:16][CH:17]=[CH:18][CH:19]=3)[N:14]=[CH:13][CH:12]=2)[CH:7]=[CH:6][C:5]=1[OH:21])([O-])=O.CC(O)=O, predict the reaction product. The product is: [NH2:1][C:4]1[CH:9]=[C:8]([O:10][C:11]2[C:20]3[C:15](=[CH:16][CH:17]=[CH:18][CH:19]=3)[N:14]=[CH:13][CH:12]=2)[CH:7]=[CH:6][C:5]=1[OH:21].